Dataset: NCI-60 drug combinations with 297,098 pairs across 59 cell lines. Task: Regression. Given two drug SMILES strings and cell line genomic features, predict the synergy score measuring deviation from expected non-interaction effect. (1) Drug 1: CCC1(CC2CC(C3=C(CCN(C2)C1)C4=CC=CC=C4N3)(C5=C(C=C6C(=C5)C78CCN9C7C(C=CC9)(C(C(C8N6C)(C(=O)OC)O)OC(=O)C)CC)OC)C(=O)OC)O.OS(=O)(=O)O. Drug 2: CN(C(=O)NC(C=O)C(C(C(CO)O)O)O)N=O. Cell line: HL-60(TB). Synergy scores: CSS=12.7, Synergy_ZIP=-4.97, Synergy_Bliss=-9.67, Synergy_Loewe=-55.3, Synergy_HSA=-7.40. (2) Drug 1: CC(CN1CC(=O)NC(=O)C1)N2CC(=O)NC(=O)C2. Drug 2: C(=O)(N)NO. Cell line: UO-31. Synergy scores: CSS=14.4, Synergy_ZIP=-3.07, Synergy_Bliss=-0.746, Synergy_Loewe=-1.68, Synergy_HSA=1.28. (3) Drug 1: C1CCC(CC1)NC(=O)N(CCCl)N=O. Drug 2: C1C(C(OC1N2C=NC3=C(N=C(N=C32)Cl)N)CO)O. Cell line: SW-620. Synergy scores: CSS=37.5, Synergy_ZIP=-9.78, Synergy_Bliss=-0.319, Synergy_Loewe=-8.78, Synergy_HSA=-0.305. (4) Drug 1: C1=NC2=C(N=C(N=C2N1C3C(C(C(O3)CO)O)O)F)N. Drug 2: CC1=C(C=C(C=C1)C(=O)NC2=CC(=CC(=C2)C(F)(F)F)N3C=C(N=C3)C)NC4=NC=CC(=N4)C5=CN=CC=C5. Cell line: NCI/ADR-RES. Synergy scores: CSS=11.1, Synergy_ZIP=-4.02, Synergy_Bliss=-9.14, Synergy_Loewe=-18.0, Synergy_HSA=-7.97. (5) Drug 1: CNC(=O)C1=NC=CC(=C1)OC2=CC=C(C=C2)NC(=O)NC3=CC(=C(C=C3)Cl)C(F)(F)F. Drug 2: CCN(CC)CCCC(C)NC1=C2C=C(C=CC2=NC3=C1C=CC(=C3)Cl)OC. Cell line: PC-3. Synergy scores: CSS=21.7, Synergy_ZIP=-3.50, Synergy_Bliss=-2.50, Synergy_Loewe=-40.3, Synergy_HSA=-2.30.